From a dataset of Forward reaction prediction with 1.9M reactions from USPTO patents (1976-2016). Predict the product of the given reaction. (1) Given the reactants [Cl:1][C:2]1[C:3]([OH:28])=[C:4]([CH:8]=[C:9]([C:11]2[CH:12]=[C:13]3[C:19]([C:20]4[CH:25]=[CH:24][CH:23]=[CH:22][C:21]=4[O:26][CH3:27])=[N:18][NH:17][C:14]3=[N:15][CH:16]=2)[CH:10]=1)[C:5]([OH:7])=O.[CH2:29]([N:31]([CH2:40][CH3:41])[CH2:32][CH2:33][N:34]1[CH2:39][CH2:38][NH:37][CH2:36][CH2:35]1)[CH3:30].O=C1N(P(Cl)(N2CCOC2=O)=O)CCO1.C(=O)(O)[O-].[Na+], predict the reaction product. The product is: [Cl:1][C:2]1[C:3]([OH:28])=[C:4]([C:5]([N:37]2[CH2:38][CH2:39][N:34]([CH2:33][CH2:32][N:31]([CH2:40][CH3:41])[CH2:29][CH3:30])[CH2:35][CH2:36]2)=[O:7])[CH:8]=[C:9]([C:11]2[CH:12]=[C:13]3[C:19]([C:20]4[CH:25]=[CH:24][CH:23]=[CH:22][C:21]=4[O:26][CH3:27])=[N:18][NH:17][C:14]3=[N:15][CH:16]=2)[CH:10]=1. (2) Given the reactants [CH3:1][C:2]1([CH3:24])[O:6][C:5](=[O:7])[N:4]([C:8]2[CH:17]=[CH:16][C:11]([C:12]([O:14]C)=[O:13])=[CH:10][CH:9]=2)[C@H:3]1[C:18]1[CH:23]=[CH:22][CH:21]=[CH:20][CH:19]=1.C1COCC1.[Li+].[OH-].Cl, predict the reaction product. The product is: [CH3:1][C:2]1([CH3:24])[O:6][C:5](=[O:7])[N:4]([C:8]2[CH:17]=[CH:16][C:11]([C:12]([OH:14])=[O:13])=[CH:10][CH:9]=2)[C@H:3]1[C:18]1[CH:23]=[CH:22][CH:21]=[CH:20][CH:19]=1.